This data is from Full USPTO retrosynthesis dataset with 1.9M reactions from patents (1976-2016). The task is: Predict the reactants needed to synthesize the given product. (1) Given the product [C:1]([OH:6])(=[O:5])[C:2]([OH:4])=[O:3].[NH2:21][CH2:20][CH2:19][CH2:18][CH:17]([C:23]1[CH:27]=[CH:26][O:25][CH:24]=1)[O:16][C:10]1[CH:9]=[C:8]([Cl:7])[CH:15]=[CH:14][C:11]=1[C:12]#[N:13], predict the reactants needed to synthesize it. The reactants are: [C:1]([OH:6])(=[O:5])[C:2]([OH:4])=[O:3].[Cl:7][C:8]1[CH:15]=[CH:14][C:11]([C:12]#[N:13])=[C:10]([O:16][CH:17]([C:23]2[CH:27]=[CH:26][O:25][CH:24]=2)[CH2:18][CH2:19][CH2:20][NH:21]C)[CH:9]=1.[N-]=[N+]=[N-].[Na+].C1(P(C2C=CC=CC=2)C2C=CC=CC=2)C=CC=CC=1.C(=O)(O)[O-].[Na+].C(O)(=O)C(O)=O. (2) Given the product [NH2:15][C:12]1[CH:13]=[CH:14][C:9]([C:2]([CH3:8])([CH3:1])[CH2:3][NH:4][C:5](=[O:7])[CH3:6])=[C:10]([C:18]2[CH:19]=[N:20][CH:21]=[CH:22][CH:23]=2)[CH:11]=1, predict the reactants needed to synthesize it. The reactants are: [CH3:1][C:2]([C:9]1[CH:14]=[CH:13][C:12]([N+:15]([O-])=O)=[CH:11][C:10]=1[C:18]1[CH:19]=[N:20][CH:21]=[CH:22][CH:23]=1)([CH3:8])[CH2:3][NH:4][C:5](=[O:7])[CH3:6]. (3) Given the product [Cl:1][C:2]1[CH:3]=[C:4]([NH:8][C:9]2[N:14]=[C:13]([C:15]3[CH:20]=[CH:19][N:18]=[C:17]([N:24]4[CH2:28][CH2:27][CH2:26][C:25]4=[O:29])[CH:16]=3)[CH:12]=[CH:11][N:10]=2)[CH:5]=[CH:6][CH:7]=1, predict the reactants needed to synthesize it. The reactants are: [Cl:1][C:2]1[CH:3]=[C:4]([NH:8][C:9]2[N:14]=[C:13]([C:15]3[CH:20]=[CH:19][N:18]=[C:17](Cl)[CH:16]=3)[CH:12]=[CH:11][N:10]=2)[CH:5]=[CH:6][CH:7]=1.[H-].[Na+].[NH:24]1[CH2:28][CH2:27][CH2:26][C:25]1=[O:29].